Task: Regression. Given a peptide amino acid sequence and an MHC pseudo amino acid sequence, predict their binding affinity value. This is MHC class I binding data.. Dataset: Peptide-MHC class I binding affinity with 185,985 pairs from IEDB/IMGT (1) The peptide sequence is RTSKAPLER. The MHC is HLA-B53:01 with pseudo-sequence HLA-B53:01. The binding affinity (normalized) is 0. (2) The peptide sequence is MMQVWIQPL. The MHC is HLA-A01:01 with pseudo-sequence HLA-A01:01. The binding affinity (normalized) is 0.0847.